This data is from Full USPTO retrosynthesis dataset with 1.9M reactions from patents (1976-2016). The task is: Predict the reactants needed to synthesize the given product. Given the product [CH:11]1[C:12]2[CH:13]([CH2:15][O:16][C:17]([NH:19][NH:20][C:21](=[O:29])[CH:22]([OH:23])[CH:24]([OH:25])[C:26]([OH:28])=[O:27])=[O:18])[C:14]3[C:6](=[CH:5][CH:4]=[CH:3][CH:2]=3)[C:7]=2[CH:8]=[CH:9][CH:10]=1, predict the reactants needed to synthesize it. The reactants are: Cl.[CH:2]1[C:14]2[CH:13]([CH2:15][O:16][C:17]([NH:19][NH2:20])=[O:18])[C:12]3[C:7](=[CH:8][CH:9]=[CH:10][CH:11]=3)[C:6]=2[CH:5]=[CH:4][CH:3]=1.[C:21](O)(=[O:29])[C@@H:22]([C@H:24]([C:26]([OH:28])=[O:27])[OH:25])[OH:23].C(N(C(C)C)CC)(C)C.Cl.C(N=C=NCCCN(C)C)C.C(=O)([O-])O.[Na+].S([O-])(O)(=O)=O.[K+].